Dataset: Catalyst prediction with 721,799 reactions and 888 catalyst types from USPTO. Task: Predict which catalyst facilitates the given reaction. (1) Product: [F:8][C:9]1[CH:14]=[CH:13][C:12]([F:15])=[CH:11][C:10]=1[C:16]1[CH2:17][CH2:18][CH2:19][N:20]=1. Reactant: C(O)(C(F)(F)F)=O.[F:8][C:9]1[CH:14]=[CH:13][C:12]([F:15])=[CH:11][C:10]=1[C:16]1[N:20](C(OC(C)(C)C)=O)[CH2:19][CH2:18][CH:17]=1. The catalyst class is: 91. (2) Reactant: [Br:1][C:2]1[CH:7]=[CH:6][C:5]([NH2:8])=[C:4]([O:9][CH2:10][CH3:11])[CH:3]=1.C(=O)([O-])[O-].[K+].[K+].[CH2:18](Br)[C:19]1[CH:24]=[CH:23][CH:22]=[CH:21][CH:20]=1. Product: [CH2:18]([N:8]([CH2:18][C:19]1[CH:24]=[CH:23][CH:22]=[CH:21][CH:20]=1)[C:5]1[CH:6]=[CH:7][C:2]([Br:1])=[CH:3][C:4]=1[O:9][CH2:10][CH3:11])[C:19]1[CH:24]=[CH:23][CH:22]=[CH:21][CH:20]=1. The catalyst class is: 47. (3) Reactant: [CH:1]([N:4]1[C:12]2[C:7](=[CH:8][CH:9]=[CH:10][CH:11]=2)[CH:6]=[CH:5]1)([CH3:3])[CH3:2].[C:13](Cl)(=[O:17])[C:14](Cl)=[O:15].[NH2:19][CH:20]1[CH2:25][CH2:24][N:23]([C:26]([O:28][C:29]([CH3:32])([CH3:31])[CH3:30])=[O:27])[CH2:22][CH2:21]1.C(N([CH2:38][CH3:39])CC)C.[CH2:40](Cl)Cl. Product: [C:29]([O:28][C:26]([N:23]1[CH2:24][CH2:25][CH:20]([NH:19][C:13](=[O:17])[C:14]([C:6]2[C:7]3[C:12](=[CH:11][CH:10]=[CH:9][CH:8]=3)[N:4]([CH:1]([CH3:3])[CH3:2])[CH:5]=2)=[O:15])[CH2:21][CH2:22]1)=[O:27])([CH3:32])([CH3:30])[CH3:31].[CH2:26]([N:23]1[CH2:22][CH2:21][CH:20]([NH:19][C:13](=[O:17])[C:14]([C:6]2[C:7]3[C:12](=[CH:11][CH:10]=[CH:9][CH:8]=3)[N:4]([CH:1]([CH3:3])[CH3:2])[CH:5]=2)=[O:15])[CH2:25][CH2:24]1)[CH2:40][CH2:38][CH3:39]. The catalyst class is: 28. (4) Reactant: [CH2:1]([O:3][C:4]([C:6]1[N:11]=[C:10]([I:12])[C:9]2[N:13]=[C:14]([C:16]3[CH:21]=[CH:20][CH:19]=[CH:18][CH:17]=3)[S:15][C:8]=2[C:7]=1[OH:22])=[O:5])[CH3:2].[CH2:23](Br)[C:24]1[CH:29]=[CH:28][CH:27]=[CH:26][CH:25]=1.C(=O)([O-])[O-].[K+].[K+]. Product: [CH2:1]([O:3][C:4]([C:6]1[N:11]=[C:10]([I:12])[C:9]2[N:13]=[C:14]([C:16]3[CH:21]=[CH:20][CH:19]=[CH:18][CH:17]=3)[S:15][C:8]=2[C:7]=1[O:22][CH2:23][C:24]1[CH:29]=[CH:28][CH:27]=[CH:26][CH:25]=1)=[O:5])[CH3:2]. The catalyst class is: 9. (5) Reactant: [CH3:1][C:2]1[N:10]=[CH:9][N:8]=[C:7]2[C:3]=1[N:4]=[CH:5][N:6]2[C@@H:11]1[O:17][C@@H:16]([CH3:18])[C@@H:14]([OH:15])[C@H:12]1[OH:13].CC1N=CN=C2C=1N=CN2[C@@H]1O[C@H](CI)[C@@H](O)[C@H]1O.CC(N=NC(C#N)(C)C)(C#N)C.C([SnH](CCCC)CCCC)CCC. The catalyst class is: 7. Product: [CH3:1][C:2]1[N:10]=[CH:9][N:8]=[C:7]2[C:3]=1[N:4]=[CH:5][N:6]2[C@@H:11]1[O:17][C@H:16]([CH3:18])[C@@H:14]([OH:15])[C@H:12]1[OH:13].